From a dataset of Full USPTO retrosynthesis dataset with 1.9M reactions from patents (1976-2016). Predict the reactants needed to synthesize the given product. (1) Given the product [Br:16][C:17]1[CH:18]=[CH:19][C:20]([CH2:23][N:24]([C:25]2[CH:26]=[CH:27][C:28]([CH2:31][CH2:32][CH2:33][CH2:34][CH2:35][CH2:36][CH2:37][CH3:38])=[CH:29][CH:30]=2)[C:13]([CH:10]2[C:11]3[C:6](=[CH:5][CH:4]=[C:3]([O:2][CH3:1])[CH:12]=3)[CH2:7][CH2:8][CH2:9]2)=[O:15])=[CH:21][CH:22]=1, predict the reactants needed to synthesize it. The reactants are: [CH3:1][O:2][C:3]1[CH:12]=[C:11]2[C:6]([CH2:7][CH2:8][CH2:9][CH:10]2[C:13]([OH:15])=O)=[CH:5][CH:4]=1.[Br:16][C:17]1[CH:22]=[CH:21][C:20]([CH2:23][NH:24][C:25]2[CH:30]=[CH:29][C:28]([CH2:31][CH2:32][CH2:33][CH2:34][CH2:35][CH2:36][CH2:37][CH3:38])=[CH:27][CH:26]=2)=[CH:19][CH:18]=1. (2) Given the product [C:24]1([C:27]2[CH:28]=[CH:29][CH:30]=[CH:31][CH:32]=2)[CH:25]=[CH:26][C:21]([C:19]([N:18]([CH2:17][C:16]2[CH:46]=[CH:47][C:13]([C:12]#[C:11][C:8]3[CH:7]=[CH:6][C:5]([CH2:1][CH2:2][CH2:3][CH3:4])=[CH:10][CH:9]=3)=[CH:14][CH:15]=2)[C:33]2[CH:45]=[CH:44][C:36]([OH:37])=[C:35]([CH:34]=2)[C:40]([OH:41])=[O:39])=[O:20])=[CH:22][CH:23]=1, predict the reactants needed to synthesize it. The reactants are: [CH2:1]([C:5]1[CH:10]=[CH:9][C:8]([C:11]#[C:12][C:13]2[CH:47]=[CH:46][C:16]([CH2:17][N:18]([C:33]3[CH:45]=[CH:44][C:36]4[O:37]C(C)(C)[O:39][C:40](=[O:41])[C:35]=4[CH:34]=3)[C:19]([C:21]3[CH:26]=[CH:25][C:24]([C:27]4[CH:32]=[CH:31][CH:30]=[CH:29][CH:28]=4)=[CH:23][CH:22]=3)=[O:20])=[CH:15][CH:14]=2)=[CH:7][CH:6]=1)[CH2:2][CH2:3][CH3:4].[OH-].[Na+]. (3) Given the product [CH:1]1([O:5][C:6]2[C:15]([C:16]3[N:17]([CH2:34][O:35][CH2:36][CH2:37][Si:38]([CH3:39])([CH3:40])[CH3:41])[C:18]([CH:21]4[CH2:26][CH2:25][N:24]([C:27]([O:29][C:30]([CH3:32])([CH3:33])[CH3:31])=[O:28])[CH2:23][CH2:22]4)=[CH:19][N:20]=3)=[CH:14][CH:13]=[C:12]3[C:7]=2[CH2:8][CH2:9][C@H:10]([CH3:47])[N:11]3[C:42]([CH:44]2[CH2:45][CH2:46]2)=[O:43])[CH2:2][CH2:3][CH2:4]1, predict the reactants needed to synthesize it. The reactants are: [CH:1]1([O:5][C:6]2[C:15]([C:16]3[N:17]([CH2:34][O:35][CH2:36][CH2:37][Si:38]([CH3:41])([CH3:40])[CH3:39])[C:18]([C:21]4[CH2:22][CH2:23][N:24]([C:27]([O:29][C:30]([CH3:33])([CH3:32])[CH3:31])=[O:28])[CH2:25][CH:26]=4)=[CH:19][N:20]=3)=[CH:14][CH:13]=[C:12]3[C:7]=2[CH2:8][CH2:9][C@H:10]([CH3:47])[N:11]3[C:42]([CH:44]2[CH2:46][CH2:45]2)=[O:43])[CH2:4][CH2:3][CH2:2]1. (4) Given the product [Br:1][C:2]1[CH:7]=[CH:6][C:5]([S:14]([Cl:13])(=[O:16])=[O:15])=[C:4]([CH2:8][C:9]([O:11][CH3:12])=[O:10])[CH:3]=1, predict the reactants needed to synthesize it. The reactants are: [Br:1][C:2]1[CH:3]=[C:4]([CH2:8][C:9]([O:11][CH3:12])=[O:10])[CH:5]=[CH:6][CH:7]=1.[Cl:13][S:14](O)(=[O:16])=[O:15]. (5) Given the product [F:40][C:2]([F:1])([F:39])[C:3]1[CH:4]=[C:5]([C@H:13]([O:15][C@H:16]2[CH2:21][CH2:20][N:19]([C:22]([C@H:24]3[CH2:25][CH2:26][C@H:27]([C:30]([N:41]4[CH2:46][CH2:45][CH2:44][CH2:43][CH2:42]4)=[O:32])[CH2:28][CH2:29]3)=[O:23])[CH2:18][C@H:17]2[C:33]2[CH:38]=[CH:37][CH:36]=[CH:35][CH:34]=2)[CH3:14])[CH:6]=[C:7]([C:9]([F:12])([F:11])[F:10])[CH:8]=1, predict the reactants needed to synthesize it. The reactants are: [F:1][C:2]([F:40])([F:39])[C:3]1[CH:4]=[C:5]([C@H:13]([O:15][C@H:16]2[CH2:21][CH2:20][N:19]([C:22]([C@H:24]3[CH2:29][CH2:28][C@H:27]([C:30]([OH:32])=O)[CH2:26][CH2:25]3)=[O:23])[CH2:18][C@H:17]2[C:33]2[CH:38]=[CH:37][CH:36]=[CH:35][CH:34]=2)[CH3:14])[CH:6]=[C:7]([C:9]([F:12])([F:11])[F:10])[CH:8]=1.[NH:41]1[CH2:46][CH2:45][CH2:44][CH2:43][CH2:42]1.